Dataset: Reaction yield outcomes from USPTO patents with 853,638 reactions. Task: Predict the reaction yield, written as a fraction of the theoretical maximum amount of product (1.0 means a 100% yield; for example, 0.34 means a 34% yield). (1) The reactants are [CH2:1]=[O:2].OS(O)(=O)=O.C([N:11]1[C:15](=[O:16])[C:14]2=[CH:17][CH:18]=[CH:19][CH:20]=[C:13]2[C:12]1=[O:21])C=C.[OH2:22]. No catalyst specified. The product is [O:2]1[CH2:19][CH2:20][CH:13]([CH2:12][C:20]2[CH:19]=[CH:18][CH:17]=[C:14]3[C:15]([NH:11][C:12](=[O:21])[C:13]=23)=[O:16])[O:22][CH2:1]1. The yield is 0.540. (2) The reactants are C(NC(C)C)(C)C.C([Li])CCC.CCCCCC.[Li+].CC([N-]C(C)C)C.[F:27][C:28]1[N:33]=[CH:32][C:31]([CH2:34][N:35]2[CH2:40][CH2:39][O:38][CH2:37][CH2:36]2)=[CH:30][CH:29]=1.[B:41](OC(C)C)([O:46]C(C)C)[O:42]C(C)C. The catalyst is O1CCCC1. The product is [F:27][C:28]1[C:29]([B:41]([OH:46])[OH:42])=[CH:30][C:31]([CH2:34][N:35]2[CH2:40][CH2:39][O:38][CH2:37][CH2:36]2)=[CH:32][N:33]=1. The yield is 0.990.